Dataset: Full USPTO retrosynthesis dataset with 1.9M reactions from patents (1976-2016). Task: Predict the reactants needed to synthesize the given product. (1) The reactants are: C([O:8][N:9]1[C:14]2[N:15]=[CH:16][N:17]=[CH:18][C:13]=2[C:12]([NH:19][CH:20]([C:22]2[CH:27]=[CH:26][CH:25]=[CH:24][CH:23]=2)[CH3:21])=[CH:11][C:10]1=[O:28])C1C=CC=CC=1.[H][H]. Given the product [OH:8][N:9]1[C:14]2[N:15]=[CH:16][N:17]=[CH:18][C:13]=2[C:12]([NH:19][CH:20]([C:22]2[CH:27]=[CH:26][CH:25]=[CH:24][CH:23]=2)[CH3:21])=[CH:11][C:10]1=[O:28], predict the reactants needed to synthesize it. (2) Given the product [Br:20][C:3]1([C:6]([O:8][CH3:9])=[O:7])[CH2:4][CH2:5][O:1][CH2:2]1, predict the reactants needed to synthesize it. The reactants are: [O:1]1[CH2:5][CH2:4][CH:3]([C:6]([O:8][CH3:9])=[O:7])[CH2:2]1.C[Si]([N-][Si](C)(C)C)(C)C.[Li+].[Br:20]N1C(=O)CCC1=O.O.